This data is from Full USPTO retrosynthesis dataset with 1.9M reactions from patents (1976-2016). The task is: Predict the reactants needed to synthesize the given product. (1) Given the product [C:36]([O:35][C:33](=[O:34])[CH2:32][CH2:31][CH2:30][N:12]1[C:11](=[O:13])[N:10]([CH2:14][C:15]([O:17][CH3:18])=[O:16])[N:9]=[C:8]1[C:5]1[CH:6]=[CH:7][C:2]([Cl:1])=[CH:3][CH:4]=1)([CH3:39])([CH3:38])[CH3:37], predict the reactants needed to synthesize it. The reactants are: [Cl:1][C:2]1[CH:7]=[CH:6][C:5]([C:8]2[NH:12][C:11](=[O:13])[N:10]([CH2:14][C:15]([O:17][CH3:18])=[O:16])[N:9]=2)=[CH:4][CH:3]=1.[Li+].C[Si]([N-][Si](C)(C)C)(C)C.Br[CH2:30][CH2:31][CH2:32][C:33]([O:35][C:36]([CH3:39])([CH3:38])[CH3:37])=[O:34].Cl. (2) Given the product [CH2:16]([C:13]1[CH:14]=[CH:15][C:10]([CH2:8][C:6]2[CH:7]=[C:2]([Br:1])[CH:3]=[C:4]([O:19][CH3:20])[C:5]=2[Cl:18])=[CH:11][CH:12]=1)[CH3:17], predict the reactants needed to synthesize it. The reactants are: [Br:1][C:2]1[CH:3]=[C:4]([O:19][CH3:20])[C:5]([Cl:18])=[C:6]([C:8]([C:10]2[CH:15]=[CH:14][C:13]([CH2:16][CH3:17])=[CH:12][CH:11]=2)=O)[CH:7]=1.C([SiH](CC)CC)C.B(F)(F)F.CCOCC. (3) Given the product [CH2:9]([O:16][C:17]([NH:1][C@H:2]1[CH2:7][CH2:6][C@H:5]([OH:8])[CH2:4][CH2:3]1)=[O:18])[C:10]1[CH:15]=[CH:14][CH:13]=[CH:12][CH:11]=1, predict the reactants needed to synthesize it. The reactants are: [NH2:1][C@H:2]1[CH2:7][CH2:6][C@H:5]([OH:8])[CH2:4][CH2:3]1.[CH2:9]([O:16][C:17](ON1C(=O)CCC1=O)=[O:18])[C:10]1[CH:15]=[CH:14][CH:13]=[CH:12][CH:11]=1.Cl. (4) Given the product [I:19][C:16]1[CH:15]=[CH:14][C:13]([CH2:12][C@@H:10]([C:9]([NH2:8])=[O:20])[NH2:11])=[CH:18][CH:17]=1, predict the reactants needed to synthesize it. The reactants are: C(OC([NH:8][C:9](=[O:20])[C@H:10]([CH2:12][C:13]1[CH:18]=[CH:17][C:16]([I:19])=[CH:15][CH:14]=1)[NH2:11])=O)(C)(C)C.C(O)(C(F)(F)F)=O. (5) The reactants are: C(O)(=O)C.[CH:5]([NH2:7])=[NH:6].[CH3:8][C:9]([CH3:18])([CH3:17])[C:10](=O)[CH2:11][C:12](OC)=[O:13].C[O-].[Na+].O. Given the product [CH3:8][C:9]([C:10]1[N:7]=[CH:5][N:6]=[C:12]([OH:13])[CH:11]=1)([CH3:18])[CH3:17], predict the reactants needed to synthesize it. (6) Given the product [C:1]([O:5][C:6]([NH:8][C:9]1[N:14]=[C:13]([CH2:15][C:16]([NH:28][CH2:27][C:26]2[CH:29]=[C:22]([Cl:21])[CH:23]=[CH:24][C:25]=2[N:30]2[CH:34]=[N:33][N:32]=[N:31]2)=[O:18])[C:12]([C:19]#[N:20])=[CH:11][CH:10]=1)=[O:7])([CH3:2])([CH3:3])[CH3:4], predict the reactants needed to synthesize it. The reactants are: [C:1]([O:5][C:6]([NH:8][C:9]1[N:14]=[C:13]([CH2:15][C:16]([OH:18])=O)[C:12]([C:19]#[N:20])=[CH:11][CH:10]=1)=[O:7])([CH3:4])([CH3:3])[CH3:2].[Cl:21][C:22]1[CH:23]=[CH:24][C:25]([N:30]2[CH:34]=[N:33][N:32]=[N:31]2)=[C:26]([CH:29]=1)[CH2:27][NH2:28].ON1C2N=CC=CC=2N=N1.C(N=C=NCCCN(C)C)C. (7) Given the product [NH2:18][C:10]1[CH:11]=[C:12]([CH:16]=[CH:17][C:9]=1[O:8][CH3:7])[C:13]([NH:30][C:29]1[CH:31]=[C:32]([CH3:34])[CH:33]=[C:27]([CH3:26])[CH:28]=1)=[O:15], predict the reactants needed to synthesize it. The reactants are: C(Cl)(=O)C(Cl)=O.[CH3:7][O:8][C:9]1[CH:17]=[CH:16][C:12]([C:13]([OH:15])=O)=[CH:11][C:10]=1[N+:18]([O-])=O.CN(C)C=O.[CH3:26][C:27]1[CH:28]=[C:29]([CH:31]=[C:32]([CH3:34])[CH:33]=1)[NH2:30].